Dataset: Full USPTO retrosynthesis dataset with 1.9M reactions from patents (1976-2016). Task: Predict the reactants needed to synthesize the given product. (1) Given the product [NH2:1][C:4]1[CH:5]=[N:6][CH:7]=[CH:8][C:9]=1[NH:10][C:11]1[CH:12]=[CH:13][C:14]([NH:17][C:18](=[O:24])[O:19][C:20]([CH3:22])([CH3:21])[CH3:23])=[CH:15][CH:16]=1, predict the reactants needed to synthesize it. The reactants are: [N+:1]([C:4]1[CH:5]=[N:6][CH:7]=[CH:8][C:9]=1[NH:10][C:11]1[CH:16]=[CH:15][C:14]([NH:17][C:18](=[O:24])[O:19][C:20]([CH3:23])([CH3:22])[CH3:21])=[CH:13][CH:12]=1)([O-])=O. (2) Given the product [CH2:11]([N:13]1[CH2:18][CH2:17][N:16]([C:2]2[CH:7]=[N:6][C:5]([N+:8]([O-:10])=[O:9])=[CH:4][CH:3]=2)[CH2:15][CH2:14]1)[CH3:12], predict the reactants needed to synthesize it. The reactants are: Br[C:2]1[CH:3]=[CH:4][C:5]([N+:8]([O-:10])=[O:9])=[N:6][CH:7]=1.[CH2:11]([N:13]1[CH2:18][CH2:17][NH:16][CH2:15][CH2:14]1)[CH3:12].C([O-])([O-])=O.[K+].[K+].CS(C)=O.